From a dataset of Peptide-MHC class I binding affinity with 185,985 pairs from IEDB/IMGT. Regression. Given a peptide amino acid sequence and an MHC pseudo amino acid sequence, predict their binding affinity value. This is MHC class I binding data. (1) The peptide sequence is FHEFLSSKL. The MHC is HLA-B48:01 with pseudo-sequence HLA-B48:01. The binding affinity (normalized) is 0.0847. (2) The peptide sequence is RRDNRRYL. The MHC is HLA-B27:05 with pseudo-sequence HLA-B27:05. The binding affinity (normalized) is 0.459. (3) The MHC is Patr-A0101 with pseudo-sequence Patr-A0101. The peptide sequence is LLRICALAR. The binding affinity (normalized) is 0.801. (4) The peptide sequence is NMYELQKL. The MHC is Mamu-A11 with pseudo-sequence Mamu-A11. The binding affinity (normalized) is 0.0955.